The task is: Predict the product of the given reaction.. This data is from Forward reaction prediction with 1.9M reactions from USPTO patents (1976-2016). (1) The product is: [Cl:33][C:32]1[CH:31]=[CH:30][CH:29]=[C:28]([Cl:34])[C:27]=1[C:20]1[C:19]([CH2:18][O:17][C:14]2[N:13]=[C:12]([C:35]([F:38])([F:37])[F:36])[C:11]([NH:10][C:8](=[O:9])[C:7]3[CH:6]=[CH:5][C:4]([C:3]([OH:41])=[O:2])=[CH:40][CH:39]=3)=[CH:16][CH:15]=2)=[C:23]([CH:24]([CH3:26])[CH3:25])[O:22][N:21]=1. Given the reactants C[O:2][C:3](=[O:41])[C:4]1[CH:40]=[CH:39][C:7]([C:8]([NH:10][C:11]2[C:12]([C:35]([F:38])([F:37])[F:36])=[N:13][C:14]([O:17][CH2:18][C:19]3[C:20]([C:27]4[C:32]([Cl:33])=[CH:31][CH:30]=[CH:29][C:28]=4[Cl:34])=[N:21][O:22][C:23]=3[CH:24]([CH3:26])[CH3:25])=[CH:15][CH:16]=2)=[O:9])=[CH:6][CH:5]=1.[OH-].[Na+], predict the reaction product. (2) Given the reactants [OH:1][C:2]1[CH:22]=[CH:21][C:5](/[CH:6]=[C:7]2/[C:8](=[O:20])[NH:9][C:10]3[C:15]/2=[CH:14][C:13]([O:16][CH3:17])=[C:12]([O:18][CH3:19])[CH:11]=3)=[CH:4][CH:3]=1.[P:23](Cl)([O:28][CH2:29][CH3:30])([O:25][CH2:26][CH3:27])=[O:24], predict the reaction product. The product is: [P:23]([O:28][CH2:29][CH3:30])([O:25][CH2:26][CH3:27])([O:1][C:2]1[CH:3]=[CH:4][C:5](/[CH:6]=[C:7]2/[C:8](=[O:20])[NH:9][C:10]3[C:15]/2=[CH:14][C:13]([O:16][CH3:17])=[C:12]([O:18][CH3:19])[CH:11]=3)=[CH:21][CH:22]=1)=[O:24]. (3) Given the reactants [Br:1][C:2]1[CH:12]=[C:11]([F:13])[CH:10]=[C:9]([F:14])[C:3]=1[O:4][CH2:5][C:6]([OH:8])=O.[CH:15]([NH:18][NH:19][C:20](=[O:27])[C:21]1[CH:26]=[CH:25][CH:24]=[CH:23][CH:22]=1)([CH3:17])[CH3:16].C(N(C(C)C)CC)(C)C.C1CN([P+](Br)(N2CCCC2)N2CCCC2)CC1.F[P-](F)(F)(F)(F)F, predict the reaction product. The product is: [Br:1][C:2]1[CH:12]=[C:11]([F:13])[CH:10]=[C:9]([F:14])[C:3]=1[O:4][CH2:5][C:6]([N:18]([CH:15]([CH3:17])[CH3:16])[NH:19][C:20](=[O:27])[C:21]1[CH:26]=[CH:25][CH:24]=[CH:23][CH:22]=1)=[O:8]. (4) Given the reactants [NH2:1][C:2]1[CH:42]=[CH:41][C:5]([C:6]([NH:8][C@H:9]2[CH2:14][CH2:13][CH2:12][C@@H:11]([NH:15][C:16]3[N:21]=[C:20]([C:22]4[C:30]5[C:25](=[CH:26][CH:27]=[CH:28][CH:29]=5)[N:24]([S:31]([C:34]5[CH:39]=[CH:38][CH:37]=[CH:36][CH:35]=5)(=[O:33])=[O:32])[CH:23]=4)[C:19](Cl)=[CH:18][N:17]=3)[CH2:10]2)=[O:7])=[CH:4][CH:3]=1.CC(C1C=C(C(C)C)C(C2C=CC=CC=2P(C2CCCCC2)C2CCCCC2)=C(C(C)C)C=1)C.C[C:78]([N:80](C)C)=O, predict the reaction product. The product is: [NH2:1][C:2]1[CH:42]=[CH:41][C:5]([C:6]([NH:8][C@H:9]2[CH2:14][CH2:13][CH2:12][C@@H:11]([NH:15][C:16]3[N:21]=[C:20]([C:22]4[C:30]5[C:25](=[CH:26][CH:27]=[CH:28][CH:29]=5)[N:24]([S:31]([C:34]5[CH:39]=[CH:38][CH:37]=[CH:36][CH:35]=5)(=[O:33])=[O:32])[CH:23]=4)[C:19]([C:78]#[N:80])=[CH:18][N:17]=3)[CH2:10]2)=[O:7])=[CH:4][CH:3]=1. (5) Given the reactants [N:1]1([S:6]([C:9]2[CH:10]=[C:11]([CH:16]=[CH:17][CH:18]=2)[C:12]([NH:14][NH2:15])=[O:13])(=[O:8])=[O:7])[CH2:5][CH2:4][CH2:3][CH2:2]1.[Cl:19][C:20]1[CH:21]=[CH:22][C:23]([OH:29])=[C:24]([C:26](=O)[CH3:27])[CH:25]=1, predict the reaction product. The product is: [Cl:19][C:20]1[CH:21]=[CH:22][C:23]([OH:29])=[C:24](/[C:26](=[N:15]/[NH:14][C:12](=[O:13])[C:11]2[CH:16]=[CH:17][CH:18]=[C:9]([S:6]([N:1]3[CH2:2][CH2:3][CH2:4][CH2:5]3)(=[O:7])=[O:8])[CH:10]=2)/[CH3:27])[CH:25]=1. (6) Given the reactants Cl[C:2]1[C:11]2[C:6](=[CH:7][CH:8]=[CH:9][CH:10]=2)[C:5]([CH2:12][C:13]2[CH:18]=[CH:17][N:16]=[CH:15][CH:14]=2)=[N:4][N:3]=1.[C:19]1([C@@H:25]([NH2:27])[CH3:26])[CH:24]=[CH:23][CH:22]=[CH:21][CH:20]=1, predict the reaction product. The product is: [C:19]1([C@@H:25]([NH:27][C:2]2[C:11]3[C:6](=[CH:7][CH:8]=[CH:9][CH:10]=3)[C:5]([CH2:12][C:13]3[CH:18]=[CH:17][N:16]=[CH:15][CH:14]=3)=[N:4][N:3]=2)[CH3:26])[CH:24]=[CH:23][CH:22]=[CH:21][CH:20]=1. (7) Given the reactants [NH:1]1[CH2:6][CH2:5][O:4][CH2:3][CH2:2]1.C(N(CC)CC)C.Cl.[N:15]1([CH2:21][CH2:22][C:23]2[N:27]3[CH:28]=[CH:29][CH:30]=[CH:31][C:26]3=[C:25]([C:32](Cl)=[O:33])[N:24]=2)[CH2:20][CH2:19][O:18][CH2:17][CH2:16]1, predict the reaction product. The product is: [N:1]1([C:32]([C:25]2[N:24]=[C:23]([CH2:22][CH2:21][N:15]3[CH2:16][CH2:17][O:18][CH2:19][CH2:20]3)[N:27]3[CH:28]=[CH:29][CH:30]=[CH:31][C:26]=23)=[O:33])[CH2:6][CH2:5][O:4][CH2:3][CH2:2]1. (8) Given the reactants [Cl:1][C:2]1[CH:3]=[C:4]2[N:11]=[C:10]([O:12][C@H:13]3[C@H:17]4[O:18][CH2:19][C@@H:20]([OH:21])[C@H:16]4[O:15][CH2:14]3)[N:9]([CH2:22][O:23][CH2:24][CH2:25][Si:26]([CH3:29])([CH3:28])[CH3:27])[C:5]2=[N:6][C:7]=1I.[C:30]([C:33]1[CH:38]=[CH:37][C:36](B(O)O)=[CH:35][CH:34]=1)([OH:32])=[O:31], predict the reaction product. The product is: [Cl:1][C:2]1[CH:3]=[C:4]2[N:11]=[C:10]([O:12][C@@H:13]3[CH2:14][O:15][C@@H:16]4[C@H:20]([OH:21])[CH2:19][O:18][C@H:17]34)[N:9]([CH2:22][O:23][CH2:24][CH2:25][Si:26]([CH3:29])([CH3:28])[CH3:27])[C:5]2=[N:6][C:7]=1[C:36]1[CH:37]=[CH:38][C:33]([C:30]([OH:32])=[O:31])=[CH:34][CH:35]=1. (9) Given the reactants [NH2:1][C:2](=O)[C@@H:3]([NH:19][C:20]([C:22]1([NH:28]C(=O)OC(C)(C)C)[CH2:27][CH2:26][O:25][CH2:24][CH2:23]1)=[O:21])[CH2:4][C:5]1[CH:10]=[CH:9][C:8]([C:11]2[CH:16]=[CH:15][N:14]=[C:13]([O:17][CH3:18])[CH:12]=2)=[CH:7][CH:6]=1.CC[N+](S(N=C(OC)[O-])(=O)=O)(CC)CC, predict the reaction product. The product is: [NH2:28][C:22]1([C:20]([NH:19][C@H:3]([C:2]#[N:1])[CH2:4][C:5]2[CH:6]=[CH:7][C:8]([C:11]3[CH:16]=[CH:15][N:14]=[C:13]([O:17][CH3:18])[CH:12]=3)=[CH:9][CH:10]=2)=[O:21])[CH2:27][CH2:26][O:25][CH2:24][CH2:23]1.